Dataset: Forward reaction prediction with 1.9M reactions from USPTO patents (1976-2016). Task: Predict the product of the given reaction. (1) Given the reactants C[Si](Cl)(C)C.Br[CH2:7][C:8]([O:10][C:11]([CH3:14])([CH3:13])[CH3:12])=[O:9].[OH:15][C@@H:16]1[CH2:21][O:20][C:18](=[O:19])[CH2:17]1.[OH-].[Na+], predict the reaction product. The product is: [C:11]([O:10][C:8](=[O:9])[CH2:7][C:18](=[O:19])[CH2:17][C@H:16]([OH:15])[CH2:21][OH:20])([CH3:14])([CH3:13])[CH3:12]. (2) The product is: [F:38][CH:2]([F:1])[C:3]1[CH:7]=[C:6]([CH:8]([F:10])[F:9])[N:5]([CH2:11][CH:12]=[O:13])[N:4]=1. Given the reactants [F:1][CH:2]([F:38])[C:3]1[CH:7]=[C:6]([CH:8]([F:10])[F:9])[N:5]([CH2:11][C:12](N2CCC(C3SC=C(C4CC(C5C(O)=CC=CC=5Cl)ON=4)N=3)CC2)=[O:13])[N:4]=1.C(=O)([O-])[O-].[K+].[K+].C(Br)C=C.O, predict the reaction product. (3) The product is: [CH3:1][N:2]1[CH:10]=[C:9]2[C:4]([CH:5]=[C:6]([C:11]3[C:12]4[C:19]([C:20]([O:22][CH2:23][CH:24]=[CH2:25])=[O:21])=[CH:18][NH:17][C:13]=4[N:14]=[CH:15][N:16]=3)[CH:7]=[CH:8]2)=[N:3]1. Given the reactants [CH3:1][N:2]1[CH:10]=[C:9]2[C:4]([CH:5]=[C:6]([C:11]3[C:12]4[C:19]([C:20]([O:22][CH2:23][CH:24]=[CH2:25])=[O:21])=[CH:18][N:17](COCC[Si](C)(C)C)[C:13]=4[N:14]=[CH:15][N:16]=3)[CH:7]=[CH:8]2)=[N:3]1.C(O)(C(F)(F)F)=O.C(#N)C.[OH-].[NH4+], predict the reaction product. (4) Given the reactants C([O:8][CH2:9][CH:10]1[CH2:15][N:14]([S:16]([C:19]2[S:20][CH:21]=[CH:22][CH:23]=2)(=[O:18])=[O:17])[CH2:13][CH2:12][N:11]1[C:24]1[CH:29]=[CH:28][C:27]([C:30]([OH:36])([CH3:35])[C:31]([F:34])([F:33])[F:32])=[CH:26][CH:25]=1)C1C=CC=CC=1.C(=O)(O)[O-].[Na+].CC(OI1(OC(C)=O)(OC(C)=O)OC(=O)C2C=CC=CC1=2)=O, predict the reaction product. The product is: [S:20]1[CH:21]=[CH:22][CH:23]=[C:19]1[S:16]([N:14]1[CH2:13][CH2:12][N:11]([C:24]2[CH:25]=[CH:26][C:27]([C:30]([OH:36])([CH3:35])[C:31]([F:33])([F:32])[F:34])=[CH:28][CH:29]=2)[CH:10]([CH:9]=[O:8])[CH2:15]1)(=[O:17])=[O:18]. (5) Given the reactants C([O:8][C:9]1[CH:29]=[C:28]([Cl:30])[C:12]([CH2:13][C@@H:14]2[CH2:18][CH2:17][N:16]([C@H:19]3[CH2:24][CH2:23][C@H:22]([O:25][CH3:26])[CH2:21][CH2:20]3)[C:15]2=[O:27])=[C:11]([Cl:31])[CH:10]=1)C1C=CC=CC=1.[H][H], predict the reaction product. The product is: [Cl:31][C:11]1[CH:10]=[C:9]([OH:8])[CH:29]=[C:28]([Cl:30])[C:12]=1[CH2:13][C@@H:14]1[CH2:18][CH2:17][N:16]([C@H:19]2[CH2:24][CH2:23][C@H:22]([O:25][CH3:26])[CH2:21][CH2:20]2)[C:15]1=[O:27]. (6) Given the reactants C([N:8]1[CH2:13][CH2:12][N:11](CC2C=CC=CC=2)[CH2:10][C@@H:9]1[CH2:21][N:22]1[CH2:27][CH2:26][NH:25][C:24](=[O:28])[CH:23]1[CH:29]([CH3:31])[CH3:30])C1C=CC=CC=1, predict the reaction product. The product is: [CH3:31][CH:29]([CH:23]1[N:22]([CH2:21][C@H:9]2[CH2:10][NH:11][CH2:12][CH2:13][NH:8]2)[CH2:27][CH2:26][NH:25][C:24]1=[O:28])[CH3:30]. (7) Given the reactants [C:1]([O:5][C:6]([N:8]1[CH2:13][CH2:12][CH:11]([C:14]2[CH:19]=[CH:18][C:17]([NH:20][C:21]3[N:22]=[CH:23][C:24]4[C:30](=[O:31])[C:29]([C:32]([OH:34])=O)=[CH:28][N:27]([C:35]5[CH:40]=[CH:39][C:38]([CH2:41][CH3:42])=[CH:37][CH:36]=5)[C:25]=4[N:26]=3)=[CH:16][CH:15]=2)[CH2:10][CH2:9]1)=[O:7])([CH3:4])([CH3:3])[CH3:2].C(Cl)(=O)C(Cl)=O.[CH3:49][O:50][NH2:51].Cl.CCN(CC)CC, predict the reaction product. The product is: [C:1]([O:5][C:6]([N:8]1[CH2:13][CH2:12][CH:11]([C:14]2[CH:19]=[CH:18][C:17]([NH:20][C:21]3[N:22]=[CH:23][C:24]4[C:30](=[O:31])[C:29]([C:32](=[O:34])[NH:51][O:50][CH3:49])=[CH:28][N:27]([C:35]5[CH:36]=[CH:37][C:38]([CH2:41][CH3:42])=[CH:39][CH:40]=5)[C:25]=4[N:26]=3)=[CH:16][CH:15]=2)[CH2:10][CH2:9]1)=[O:7])([CH3:3])([CH3:4])[CH3:2].